From a dataset of Reaction yield outcomes from USPTO patents with 853,638 reactions. Predict the reaction yield, written as a fraction of the theoretical maximum amount of product (1.0 means a 100% yield; for example, 0.34 means a 34% yield). (1) The reactants are [NH:1]1[CH:5]=[C:4]([C:6]2[C:7]([NH2:12])=[N:8][CH:9]=[CH:10][CH:11]=2)[CH:3]=[N:2]1.[H-].[Na+].Cl[CH2:16][C:17]1[CH:22]=[CH:21][C:20]([O:23][C:24]2[CH:29]=[CH:28][CH:27]=[CH:26][CH:25]=2)=[CH:19][CH:18]=1. The catalyst is CN(C)C=O. The product is [O:23]([C:20]1[CH:19]=[CH:18][C:17]([CH2:16][N:1]2[CH:5]=[C:4]([C:6]3[C:7]([NH2:12])=[N:8][CH:9]=[CH:10][CH:11]=3)[CH:3]=[N:2]2)=[CH:22][CH:21]=1)[C:24]1[CH:25]=[CH:26][CH:27]=[CH:28][CH:29]=1. The yield is 0.860. (2) The reactants are [Cl:1][C:2]1[CH:22]=[C:21]([F:23])[CH:20]=[CH:19][C:3]=1[CH2:4][NH:5][C:6]([NH:8][C:9](=[O:18])[C:10]1[CH:15]=[CH:14][C:13]([F:16])=[C:12]([F:17])[CH:11]=1)=S.[NH2:24][C:25]1[NH:29][N:28]=[C:27]([C:30]([F:33])([F:32])[F:31])[CH:26]=1.Cl.C(N=C=NCCCN(C)C)C. The catalyst is C1COCC1.O.C(OC(C)C)(=O)C. The product is [Cl:1][C:2]1[CH:22]=[C:21]([F:23])[CH:20]=[CH:19][C:3]=1[CH2:4][NH:5]/[C:6](/[NH:24][C:25]1[NH:29][N:28]=[C:27]([C:30]([F:33])([F:32])[F:31])[CH:26]=1)=[N:8]/[C:9](=[O:18])[C:10]1[CH:15]=[CH:14][C:13]([F:16])=[C:12]([F:17])[CH:11]=1. The yield is 0.430. (3) The reactants are C(Cl)(=O)C(Cl)=O.[CH3:7][N:8]1[CH2:13][CH2:12][N:11]([C:14]2[CH:22]=[CH:21][C:17]([C:18]([OH:20])=O)=[CH:16][CH:15]=2)[CH2:10][CH2:9]1.CCN(C(C)C)C(C)C.[CH2:32]([C:40]1[CH:41]=[C:42]([NH2:45])[NH:43][N:44]=1)[CH2:33][C:34]1[CH:39]=[CH:38][CH:37]=[CH:36][CH:35]=1. The catalyst is C(Cl)Cl. The product is [CH3:7][N:8]1[CH2:9][CH2:10][N:11]([C:14]2[CH:15]=[CH:16][C:17]([C:18]([NH:45][C:42]3[NH:43][N:44]=[C:40]([CH2:32][CH2:33][C:34]4[CH:39]=[CH:38][CH:37]=[CH:36][CH:35]=4)[CH:41]=3)=[O:20])=[CH:21][CH:22]=2)[CH2:12][CH2:13]1. The yield is 0.0300.